From a dataset of Reaction yield outcomes from USPTO patents with 853,638 reactions. Predict the reaction yield, written as a fraction of the theoretical maximum amount of product (1.0 means a 100% yield; for example, 0.34 means a 34% yield). (1) The reactants are Cl[CH2:2][C:3]([NH:5][C:6]1[CH:7]=[C:8]2[C:13](=[CH:14][CH:15]=1)[CH:12]=[N:11][CH:10]=[CH:9]2)=[O:4].[NH:16]1[CH2:21][CH2:20][O:19][CH2:18][CH2:17]1. The catalyst is CO. The product is [NH3:5].[CH:12]1[C:13]2[C:8](=[CH:7][C:6]([NH:5][C:3](=[O:4])[CH2:2][N:16]3[CH2:21][CH2:20][O:19][CH2:18][CH2:17]3)=[CH:15][CH:14]=2)[CH:9]=[CH:10][N:11]=1. The yield is 0.0200. (2) The reactants are [CH3:1][O:2][C:3]1[CH:4]=[C:5]([C:11]2[N:12]=[C:13]([NH:23][CH2:24][CH3:25])[S:14][C:15]=2[C:16]2[CH:21]=[CH:20][N:19]=[C:18](Cl)[N:17]=2)[CH:6]=[C:7]([O:9][CH3:10])[CH:8]=1.CC([Si](C)(C)[O:31][CH2:32][CH2:33][O:34][C:35]1[CH:40]=[CH:39][C:38]([NH2:41])=[CH:37][C:36]=1[F:42])(C)C.Cl.O1CCOCC1. The catalyst is FC(F)(F)CO. The product is [CH3:1][O:2][C:3]1[CH:4]=[C:5]([C:11]2[N:12]=[C:13]([NH:23][CH2:24][CH3:25])[S:14][C:15]=2[C:16]2[CH:21]=[CH:20][N:19]=[C:18]([NH:41][C:38]3[CH:39]=[CH:40][C:35]([O:34][CH2:33][CH2:32][OH:31])=[C:36]([F:42])[CH:37]=3)[N:17]=2)[CH:6]=[C:7]([O:9][CH3:10])[CH:8]=1. The yield is 0.640. (3) The catalyst is CO.[Pd]. The reactants are [C:1]([O:5][C:6]([C:8]1[CH:9]=[C:10]([CH:39]=[CH:40][CH:41]=1)[CH2:11][N:12]1[C:16](=[O:17])[C:15]2([CH2:22][CH2:21][N:20](C(OCC3C=CC=CC=3)=O)[CH2:19][CH2:18]2)[N:14]([C:33]2[CH:38]=[CH:37][CH:36]=[CH:35][CH:34]=2)[CH2:13]1)=[O:7])([CH3:4])([CH3:3])[CH3:2]. The product is [O:17]=[C:16]1[C:15]2([CH2:22][CH2:21][NH:20][CH2:19][CH2:18]2)[N:14]([C:33]2[CH:34]=[CH:35][CH:36]=[CH:37][CH:38]=2)[CH2:13][N:12]1[CH2:11][C:10]1[CH:9]=[C:8]([CH:41]=[CH:40][CH:39]=1)[C:6]([O:5][C:1]([CH3:4])([CH3:2])[CH3:3])=[O:7]. The yield is 0.940. (4) The reactants are C1N=CN([C:6](N2C=NC=C2)=[S:7])C=1.[OH:13][CH2:14][C:15]([NH:18][C:19]1[S:20][CH:21]=[C:22]([C:24]2[CH:31]=[CH:30][C:27]([C:28]#[N:29])=[CH:26][CH:25]=2)[N:23]=1)([CH3:17])[CH3:16]. The catalyst is O1CCCC1. The product is [CH3:16][C:15]1([CH3:17])[CH2:14][O:13][C:6](=[S:7])[N:18]1[C:19]1[S:20][CH:21]=[C:22]([C:24]2[CH:25]=[CH:26][C:27]([C:28]#[N:29])=[CH:30][CH:31]=2)[N:23]=1. The yield is 0.110.